This data is from Experimentally validated miRNA-target interactions with 360,000+ pairs, plus equal number of negative samples. The task is: Binary Classification. Given a miRNA mature sequence and a target amino acid sequence, predict their likelihood of interaction. (1) The miRNA is hsa-miR-5693 with sequence GCAGUGGCUCUGAAAUGAACUC. The protein sequence of the target gene is MGCRCCKIIQSYLFDPVQVPSPGYVNEVNSCKLDEDDTDKLKGKWSSEVLVQKNDPQRQGSKKTESSSRTADPWEPCWPHQGPLPQGDAGGEHHACGVNGIGPAATPQPTGNSSPTQDDRGSWASTANTVPPTQPFLEGGGTRKQDCVLLASEGTQVMRNGDSRAPSEAESFALEVQDHVFQIPAPDYLQHWGPAGDNVDHNEKDCVFKNHTEDESLEGIQPPVGEHGLNTPFSVRRSWDSLNEDVETEVLSICFNEKGPVHAMPVVDSGNRQEDTHGSDGDGDGEIVDEDAAVAEALAA.... Result: 1 (interaction). (2) The miRNA is hsa-miR-4306 with sequence UGGAGAGAAAGGCAGUA. The protein sequence of the target gene is MMERIRKEMILMERGLHSPTAGKRFSNLSNSAGNAVLEALENSQHPARLSPRLPSAPLHSALGELPAKGKFEIDTLFNLQHTGSESTVSSEISSAAESRKKPGHYSEAAAEADMSSDVEVGCSALRSPGGLGAAQLKENNGKGYAESGSAAGTTTSASGSGLGSLHGGSGGSGGSAALGGSGSGADQVRRYRTAFTREQIARLEKEFYRENYVSRPRRCELAAALNLPETTIKVWFQNRRMKDKRQRLAMSWPHPADPSFYTYMMTHAAATGSLPYPFHSHVPLHYYPHVGVTAAAAAAA.... Result: 0 (no interaction). (3) The miRNA is hsa-miR-331-5p with sequence CUAGGUAUGGUCCCAGGGAUCC. Result: 0 (no interaction). The protein sequence of the target gene is MATLGHTFPFYAGPKPTFPMDTTLASIIMIFLTALATFIVILPGIRGKTRLFWLLRVVTSLFIGAAILAVNFSSEWSVGQVSTNTSYKAFSSEWISADIGLQVGLGGVNITLTGTPVQQLNETINYNEEFTWRLGENYAEEYAKALEKGLPDPVLYLAEKFTPRSPCGLYRQYRLAGHYTSAMLWVAFLCWLLANVMLSMPVLVYGGYMLLATGIFQLLALLFFSMATSLTSPCPLHLGASVLHTHHGPAFWITLTTGLLCVLLGLAMAVAHRMQPHRLKAFFNQSVDEDPMLEWSPEEG.... (4) The miRNA is hsa-miR-3620-3p with sequence UCACCCUGCAUCCCGCACCCAG. The protein sequence of the target gene is MTTTQDWIMIGGYGPESYNQQSSYQRALLEAAKDKMTEAISANLDLDLISNRFIVADFGCASGPNTFVAVQNIIDAVEEKYLRETGQNPEDNIEFQVLFNDLRINDFNTLFQTLPPGRRYFSAGVPGSFFNRVLPKQSFHIAVMSYAFLFTSKIPKGIMDRDSPLWNKDMQCTGFNPAVKKAYLEQYSIDTKNLLDARAEELMPGGLMLLLGSCMRDGVKMSETLKGTVMDFIGESLNDLAQKGVTEQEKVDTFKTSIYFAEQGEIRQIIEENGKFTIEAFEDIIHSKNEFPLDPKTLAI.... Result: 0 (no interaction). (5) The miRNA is hsa-miR-501-5p with sequence AAUCCUUUGUCCCUGGGUGAGA. The protein sequence of the target gene is MASYFDEHDCEPLNPEREARNNMLLELARRVRGAWSWAPGGRSLFNRMDFEDLGLVDWEHHLPPPAAKAVVESLPRTVISSAKADLKCPVCLLEFEAEETVIEMPCHHLFHSNCILPWLSKTNSCPLCRHELPTDDDSYEEHKKDKARRQQQQHRLENLHGAMYT. Result: 0 (no interaction).